The task is: Regression. Given a peptide amino acid sequence and an MHC pseudo amino acid sequence, predict their binding affinity value. This is MHC class I binding data.. This data is from Peptide-MHC class I binding affinity with 185,985 pairs from IEDB/IMGT. (1) The peptide sequence is RIKSVLDII. The MHC is HLA-A68:02 with pseudo-sequence HLA-A68:02. The binding affinity (normalized) is 0.115. (2) The peptide sequence is SLVAIHLAC. The MHC is HLA-A23:01 with pseudo-sequence HLA-A23:01. The binding affinity (normalized) is 0.0847. (3) The peptide sequence is FHRKKTDAL. The MHC is HLA-A26:01 with pseudo-sequence HLA-A26:01. The binding affinity (normalized) is 0.0847.